This data is from Catalyst prediction with 721,799 reactions and 888 catalyst types from USPTO. The task is: Predict which catalyst facilitates the given reaction. Reactant: [NH:1]1[C:9]2[C:4](=[CH:5][CH:6]=[CH:7][CH:8]=2)[C:3]([CH:10]=O)=[CH:2]1.[CH3:12][NH2:13].[BH4-].[Na+]. Product: [CH3:12][NH:13][CH2:10][C:3]1[C:4]2[C:9](=[CH:8][CH:7]=[CH:6][CH:5]=2)[NH:1][CH:2]=1. The catalyst class is: 5.